From a dataset of Full USPTO retrosynthesis dataset with 1.9M reactions from patents (1976-2016). Predict the reactants needed to synthesize the given product. The reactants are: [Cl:1][C:2]1[CH:7]=[CH:6][CH:5]=[C:4]([Cl:8])[C:3]=1Br.[CH3:10][O:11][C:12]1[CH:17]=[CH:16][CH:15]=[CH:14][C:13]=1B(O)O.C(=O)([O-])[O-].[K+].[K+]. Given the product [CH3:10][O:11][C:12]1[C:13]([C:3]2[C:2]([Cl:1])=[CH:7][CH:6]=[CH:5][C:4]=2[Cl:8])=[CH:14][CH:15]=[CH:16][CH:17]=1, predict the reactants needed to synthesize it.